Binary Classification. Given a miRNA mature sequence and a target amino acid sequence, predict their likelihood of interaction. From a dataset of Experimentally validated miRNA-target interactions with 360,000+ pairs, plus equal number of negative samples. The miRNA is hsa-miR-4518 with sequence GCUCAGGGAUGAUAACUGUGCUGAGA. The protein sequence of the target gene is MPCRREEEEEAGEEAEGEEEEEDSFLLLQQSVALGSSGEVDRLVAQIGETLQLDAAQHSPASPCGPPGAPLRAPGPLAAAVPADKARSPAVPLLLPPALAETVGPAPPGVLRCALGDRGRVRGRAAPYCVAELATGPSALSPLPPQADLDGPPGAGKQGIPQPLSGPCRRGWLRGAAASRRLQQRRGSQPETRTGDDDPHRLLQQLVLSGNLIKEAVRRLHSRRLQLRAKLPQRPLLGPLSAPVHEPPSPRSPRAACSDPGASGRAQLRTGDGVLVPGS. Result: 0 (no interaction).